From a dataset of Peptide-MHC class I binding affinity with 185,985 pairs from IEDB/IMGT. Regression. Given a peptide amino acid sequence and an MHC pseudo amino acid sequence, predict their binding affinity value. This is MHC class I binding data. (1) The peptide sequence is GLYSSTVPV. The MHC is HLA-A03:01 with pseudo-sequence HLA-A03:01. The binding affinity (normalized) is 0.284. (2) The peptide sequence is EVNAHIHTM. The MHC is HLA-A30:01 with pseudo-sequence HLA-A30:01. The binding affinity (normalized) is 0.0847. (3) The peptide sequence is FGNWFDLASW. The MHC is Mamu-B17 with pseudo-sequence Mamu-B17. The binding affinity (normalized) is 0.156. (4) The peptide sequence is HHYSQAAVL. The MHC is HLA-A02:19 with pseudo-sequence HLA-A02:19. The binding affinity (normalized) is 0.0847.